This data is from Forward reaction prediction with 1.9M reactions from USPTO patents (1976-2016). The task is: Predict the product of the given reaction. Given the reactants [CH3:1][C:2]1[S:6][C:5]([C:7]2[CH:12]=[CH:11][CH:10]=[CH:9][C:8]=2[N+:13]([O-])=O)=[N:4][CH:3]=1.[Cl-].[NH4+].C(O)(C)C, predict the reaction product. The product is: [CH3:1][C:2]1[S:6][C:5]([C:7]2[CH:12]=[CH:11][CH:10]=[CH:9][C:8]=2[NH2:13])=[N:4][CH:3]=1.